Dataset: Choline transporter screen with 302,306 compounds. Task: Binary Classification. Given a drug SMILES string, predict its activity (active/inactive) in a high-throughput screening assay against a specified biological target. (1) The drug is s1nc(N2CC(CCC2)C(F)(F)F)c2c1cccc2. The result is 0 (inactive). (2) The molecule is O(c1cc2C(NCCc2cc1OCC)c1ccc(cc1)C(O)=O)CC. The result is 0 (inactive). (3) The compound is Fc1c(NC(=O)COC(=O)c2c3c(nc(c2)c2cccnc2)cccc3)ccc(F)c1. The result is 0 (inactive). (4) The compound is O(c1cc(NC(=O)CCNC(=O)c2occc2)c(cc1OC)C(OC)=O)C. The result is 0 (inactive). (5) The molecule is O=c1n(nc(c2c1cccc2)C(=O)NCC(=O)N(Cc1ccccc1)C)c1cc(OC)c(OC)cc1. The result is 0 (inactive). (6) The drug is O=C(NC1CCCC1)C(N(c1cccnc1)C(=O)c1oncc1)c1ccccc1. The result is 0 (inactive). (7) The result is 0 (inactive). The compound is Fc1cc(C(=O)N2CCN(C(=O)C3CC3)CC2)ccc1. (8) The result is 0 (inactive). The compound is O=C(N(Cc1c(OC)c(OC)ccc1)C)c1[nH]c(c(c1C)C(OCC)=O)C.